From a dataset of Full USPTO retrosynthesis dataset with 1.9M reactions from patents (1976-2016). Predict the reactants needed to synthesize the given product. (1) Given the product [CH:24]([N:19]1[CH2:18][CH2:17][C:16]2[C:21](=[CH:22][C:13]([O:12][CH2:11][CH2:10][CH2:9][N:3]3[CH2:8][CH2:7][CH2:6][CH2:5][CH2:4]3)=[CH:14][CH:15]=2)[CH2:20]1)([CH3:26])[CH3:23], predict the reactants needed to synthesize it. The reactants are: Cl.Cl.[N:3]1([CH2:9][CH2:10][CH2:11][O:12][C:13]2[CH:22]=[C:21]3[C:16]([CH2:17][CH2:18][NH:19][CH2:20]3)=[CH:15][CH:14]=2)[CH2:8][CH2:7][CH2:6][CH2:5][CH2:4]1.[CH3:23][C:24]([CH3:26])=O. (2) Given the product [ClH:24].[C:18]1([N:3]2[CH2:4][CH:5]3[CH2:10][NH:9][CH2:8][CH2:7][N:6]3[C:2]2=[O:1])[CH:23]=[CH:22][CH:21]=[CH:20][CH:19]=1, predict the reactants needed to synthesize it. The reactants are: [O:1]=[C:2]1[N:6]2[CH2:7][CH2:8][N:9](C(OC(C)(C)C)=O)[CH2:10][CH:5]2[CH2:4][N:3]1[C:18]1[CH:23]=[CH:22][CH:21]=[CH:20][CH:19]=1.[ClH:24].CO. (3) Given the product [CH2:8]([O:15][C:16]1[CH:25]=[C:24]2[C:19]([C:20]([NH:37][CH2:36][CH:34]3[CH2:33][O:32][C:31]([CH3:38])([CH3:30])[O:35]3)=[C:21]([N+:26]([O-:28])=[O:27])[CH:22]=[N:23]2)=[CH:18][CH:17]=1)[C:9]1[CH:14]=[CH:13][CH:12]=[CH:11][CH:10]=1, predict the reactants needed to synthesize it. The reactants are: C(N(CC)CC)C.[CH2:8]([O:15][C:16]1[CH:25]=[C:24]2[C:19]([C:20](Cl)=[C:21]([N+:26]([O-:28])=[O:27])[CH:22]=[N:23]2)=[CH:18][CH:17]=1)[C:9]1[CH:14]=[CH:13][CH:12]=[CH:11][CH:10]=1.[CH3:30][C:31]1([CH3:38])[O:35][CH:34]([CH2:36][NH2:37])[CH2:33][O:32]1. (4) Given the product [CH3:11][O:10][CH2:9][O:8][C:5]1[CH:6]=[CH:7][C:2]([N:27]2[CH2:28][CH2:29][N:24]([C:16]([C:17]3[CH:18]=[CH:19][CH:20]=[CH:21][CH:22]=3)=[O:23])[CH2:25][CH2:26]2)=[CH:3][C:4]=1[N+:12]([O-:14])=[O:13], predict the reactants needed to synthesize it. The reactants are: Br[C:2]1[CH:7]=[CH:6][C:5]([O:8][CH2:9][O:10][CH3:11])=[C:4]([N+:12]([O-:14])=[O:13])[CH:3]=1.Cl.[C:16]([N:24]1[CH2:29][CH2:28][NH:27][CH2:26][CH2:25]1)(=[O:23])[C:17]1[CH:22]=[CH:21][CH:20]=[CH:19][CH:18]=1.C(=O)([O-])[O-].[Cs+].[Cs+]. (5) The reactants are: [NH2:1][C:2]1[CH:7]=[CH:6][C:5]([OH:8])=[C:4]([F:9])[CH:3]=1.CC(C)([O-])C.[Na+].Cl[C:17]1[CH:22]=[CH:21][N:20]=[C:19]2[CH:23]=[C:24]([C:26]3[N:31]=[CH:30][C:29]([CH2:32][N:33]4[CH2:38][CH2:37][CH2:36][O:35][C:34]4=[O:39])=[CH:28][CH:27]=3)[S:25][C:18]=12.O. Given the product [NH2:1][C:2]1[CH:7]=[CH:6][C:5]([O:8][C:17]2[CH:22]=[CH:21][N:20]=[C:19]3[CH:23]=[C:24]([C:26]4[N:31]=[CH:30][C:29]([CH2:32][N:33]5[CH2:38][CH2:37][CH2:36][O:35][C:34]5=[O:39])=[CH:28][CH:27]=4)[S:25][C:18]=23)=[C:4]([F:9])[CH:3]=1, predict the reactants needed to synthesize it. (6) The reactants are: [CH3:1][N:2]1[CH2:6][CH2:5][NH:4][C:3]1=[O:7].[H-].[Na+].[O:10]1[CH2:15][CH:14]=[C:13]([C:16]2[CH:21]=[CH:20][C:19]([N:22]3[CH2:26][C@H:25](COS(C)(=O)=O)[O:24][C:23]3=[O:33])=[CH:18][C:17]=2[F:34])[CH2:12][CH2:11]1.[CH3:35]S(C)=O. Given the product [O:10]1[CH2:11][CH:12]=[C:13]([C:16]2[CH:21]=[CH:20][C:19]([N:22]3[CH2:26][C@H:25]([CH2:1][N:2]4[CH:6]=[CH:5][N:4]([CH3:35])[C:3]4=[O:7])[O:24][C:23]3=[O:33])=[CH:18][C:17]=2[F:34])[CH2:14][CH2:15]1, predict the reactants needed to synthesize it. (7) Given the product [CH2:24]([O:23][C:14]1[CH:13]=[C:12]2[C:17](=[C:16]3[CH2:18][C:19]([CH3:22])([CH3:21])[O:20][C:15]=13)[C:8]([C:6]1[CH:5]=[CH:4][C:3](/[CH:28]=[CH:29]/[C:30]([O:32][CH3:33])=[O:31])=[C:2]([NH:1][C:41]([C:36]3[CH:37]=[CH:38][CH:39]=[CH:40][N:35]=3)=[O:42])[CH:7]=1)=[N:9][C:10]([CH3:26])([CH3:27])[CH2:11]2)[CH3:25], predict the reactants needed to synthesize it. The reactants are: [NH2:1][C:2]1[CH:7]=[C:6]([C:8]2[C:17]3[C:12](=[CH:13][C:14]([O:23][CH2:24][CH3:25])=[C:15]4[O:20][C:19]([CH3:22])([CH3:21])[CH2:18][C:16]4=3)[CH2:11][C:10]([CH3:27])([CH3:26])[N:9]=2)[CH:5]=[CH:4][C:3]=1/[CH:28]=[CH:29]/[C:30]([O:32][CH3:33])=[O:31].Cl.[N:35]1[CH:40]=[CH:39][CH:38]=[CH:37][C:36]=1[C:41](Cl)=[O:42].C(=O)([O-])[O-].[K+].[K+].